This data is from Forward reaction prediction with 1.9M reactions from USPTO patents (1976-2016). The task is: Predict the product of the given reaction. (1) Given the reactants [N:1]([O-])=O.[Na+].[Br:5][C:6]1[CH:7]=[CH:8][C:9]([CH3:13])=[C:10]([CH:12]=1)[NH2:11].Cl.[F:15][B-:16]([F:19])([F:18])[F:17].[Na+], predict the reaction product. The product is: [F:15][B-:16]([F:19])([F:18])[F:17].[Br:5][C:6]1[CH:7]=[CH:8][C:9]([CH3:13])=[C:10]([N+:11]#[N:1])[CH:12]=1. (2) Given the reactants [NH2:1][C:2]1[C:3]2[N:4]([C:8]([C@H:20]3[CH2:25][CH2:24][C@H:23]([CH2:26][NH2:27])[CH2:22][CH2:21]3)=[N:9][C:10]=2[C:11]2[NH:12][C:13]3[C:18]([CH:19]=2)=[CH:17][CH:16]=[CH:15][CH:14]=3)[CH:5]=[CH:6][N:7]=1.C(N(CC)C(C)C)(C)C.CN(C=O)C.[CH3:42][C:43](O)=[O:44], predict the reaction product. The product is: [NH2:1][C:2]1[C:3]2[N:4]([C:8]([C@H:20]3[CH2:21][CH2:22][C@H:23]([CH2:26][NH:27][C:43](=[O:44])[CH3:42])[CH2:24][CH2:25]3)=[N:9][C:10]=2[C:11]2[NH:12][C:13]3[C:18]([CH:19]=2)=[CH:17][CH:16]=[CH:15][CH:14]=3)[CH:5]=[CH:6][N:7]=1. (3) Given the reactants [CH3:1][C@H:2]1[C@H:29]([CH3:30])[C@@H:28]2[C@@:5]([C:32]([OH:34])=[O:33])([CH2:6][CH2:7][C@@:8]3([CH3:31])[C@:13]4([CH3:27])[CH2:14][CH2:15][C@H:16]5[C:21]([CH3:23])([CH3:22])[C@@H:20]([OH:24])[C@H:19]([OH:25])[CH2:18][C@:17]5([CH3:26])[C@H:12]4[CH2:11][CH:10]=[C:9]32)[CH2:4][CH2:3]1.IC.[C:37](=O)([O-])[O-].[K+].[K+], predict the reaction product. The product is: [CH3:1][C@H:2]1[C@H:29]([CH3:30])[C@@H:28]2[C@@:5]([C:32]([O:34][CH3:37])=[O:33])([CH2:6][CH2:7][C@@:8]3([CH3:31])[C@:13]4([CH3:27])[CH2:14][CH2:15][C@H:16]5[C:21]([CH3:23])([CH3:22])[C@@H:20]([OH:24])[C@H:19]([OH:25])[CH2:18][C@:17]5([CH3:26])[C@H:12]4[CH2:11][CH:10]=[C:9]32)[CH2:4][CH2:3]1.